Task: Predict the reactants needed to synthesize the given product.. Dataset: Full USPTO retrosynthesis dataset with 1.9M reactions from patents (1976-2016) (1) Given the product [CH3:21][O:20][C:19]1[C:6]2[C:5]3[CH:22]=[CH:23][C:2]([NH:1][S:31]([CH3:30])(=[O:33])=[O:32])=[CH:3][C:4]=3[CH:9]([C:10]3[CH:11]=[CH:12][CH:13]=[CH:14][CH:15]=3)[O:8][C:7]=2[CH:16]=[CH:17][CH:18]=1, predict the reactants needed to synthesize it. The reactants are: [NH2:1][C:2]1[CH:23]=[CH:22][C:5]2[C:6]3[C:19]([O:20][CH3:21])=[CH:18][CH:17]=[CH:16][C:7]=3[O:8][CH:9]([C:10]3[CH:15]=[CH:14][CH:13]=[CH:12][CH:11]=3)[C:4]=2[CH:3]=1.N1C=CC=CC=1.[CH3:30][S:31](Cl)(=[O:33])=[O:32]. (2) Given the product [CH3:1][C@@H:2]([CH2:12][CH2:13][CH2:23][CH2:24][C:25]1[CH:26]=[CH:27][CH:28]=[CH:48][CH:49]=1)[C:3](=[O:11])[CH2:4][P:5](=[O:10])([O:6][CH3:7])[O:8][CH3:9], predict the reactants needed to synthesize it. The reactants are: [CH3:1][C@@H:2]([CH2:12][CH2:13]CC1C=CC=CC=1)[C:3](=[O:11])[CH2:4][P:5](=[O:10])([O:8][CH3:9])[O:6][CH3:7].CO[C:23](=O)[CH2:24][C:25]1[CH:49]=[CH:48][C:28](CN[C@H](CCC(OC(C)(C)C)=O)C(OC(C)(C)C)=O)=[CH:27][CH:26]=1.BrCCCCC1C=CC=CC=1. (3) Given the product [Cl:1][C:2]1[CH:3]=[C:4]([C:29]([NH:66][C@@H:67]2[CH2:71][CH2:70][N:69]([C:72]3[CH:77]=[CH:76][CH:75]=[CH:74][CH:73]=3)[C:68]2=[O:78])=[O:30])[CH:5]=[N:6][C:7]=1[NH:8][NH:9][C:10]([NH:12][CH:13]1[C:19]2[CH:20]=[N:21][CH:22]=[CH:23][C:18]=2[CH2:17][CH2:16][C:15]2[C:24]([F:28])=[CH:25][CH:26]=[CH:27][C:14]1=2)=[S:11], predict the reactants needed to synthesize it. The reactants are: [Cl:1][C:2]1[CH:3]=[C:4]([C:29](O)=[O:30])[CH:5]=[N:6][C:7]=1[NH:8][NH:9][C:10]([NH:12][CH:13]1[C:19]2[CH:20]=[N:21][CH:22]=[CH:23][C:18]=2[CH2:17][CH2:16][C:15]2[C:24]([F:28])=[CH:25][CH:26]=[CH:27][C:14]1=2)=[S:11].CN(C(ON1N=NC2C=CC=NC1=2)=[N+](C)C)C.F[P-](F)(F)(F)(F)F.CCN(C(C)C)C(C)C.Cl.[NH2:66][C@@H:67]1[CH2:71][CH2:70][N:69]([C:72]2[CH:77]=[CH:76][CH:75]=[CH:74][CH:73]=2)[C:68]1=[O:78]. (4) Given the product [CH3:13][O:12][C:3]1[CH:4]=[C:5]([CH:8]=[C:9]([O:10][CH3:11])[C:2]=1[O:1][CH2:21][CH2:22][C:23]1[CH:28]=[CH:27][CH:26]=[CH:25][CH:24]=1)[CH:6]=[O:7], predict the reactants needed to synthesize it. The reactants are: [OH:1][C:2]1[C:9]([O:10][CH3:11])=[CH:8][C:5]([CH:6]=[O:7])=[CH:4][C:3]=1[O:12][CH3:13].C([O-])([O-])=O.[Cs+].[Cs+].Br[CH2:21][CH2:22][C:23]1[CH:28]=[CH:27][CH:26]=[CH:25][CH:24]=1.O. (5) Given the product [CH2:1]([S:8][C:9]1[CH:14]=[C:13]2[C:12](=[CH:11][CH:10]=1)[N:22]([C:23]1[CH:28]=[CH:27][C:26]([Cl:29])=[CH:25][C:24]=1[Br:30])[C:17](=[O:18])[CH:16]=[CH:15]2)[C:2]1[CH:3]=[CH:4][CH:5]=[CH:6][CH:7]=1, predict the reactants needed to synthesize it. The reactants are: [CH2:1]([S:8][C:9]1[CH:10]=[CH:11][C:12]([NH:22][C:23]2[CH:28]=[CH:27][C:26]([Cl:29])=[CH:25][C:24]=2[Br:30])=[C:13](/[CH:15]=[CH:16]/[C:17](OCC)=[O:18])[CH:14]=1)[C:2]1[CH:7]=[CH:6][CH:5]=[CH:4][CH:3]=1.CO.C[O-].[Na+].C(O)(=O)C.